This data is from Peptide-MHC class I binding affinity with 185,985 pairs from IEDB/IMGT. The task is: Regression. Given a peptide amino acid sequence and an MHC pseudo amino acid sequence, predict their binding affinity value. This is MHC class I binding data. (1) The peptide sequence is CARRRLRTL. The MHC is HLA-A02:06 with pseudo-sequence HLA-A02:06. The binding affinity (normalized) is 0.0847. (2) The peptide sequence is YQTYVSPGA. The MHC is HLA-A03:01 with pseudo-sequence HLA-A03:01. The binding affinity (normalized) is 0.0847. (3) The peptide sequence is MAIIKLGAL. The MHC is Patr-B0101 with pseudo-sequence Patr-B0101. The binding affinity (normalized) is 0.212. (4) The peptide sequence is WEAWWTEYW. The MHC is HLA-B44:03 with pseudo-sequence HLA-B44:03. The binding affinity (normalized) is 0.769. (5) The peptide sequence is LKASGRYQW. The MHC is HLA-B58:01 with pseudo-sequence HLA-B58:01. The binding affinity (normalized) is 0.373. (6) The peptide sequence is KLSFLSRVF. The MHC is HLA-A32:01 with pseudo-sequence HLA-A32:01. The binding affinity (normalized) is 0.926.